The task is: Predict the reaction yield, written as a fraction of the theoretical maximum amount of product (1.0 means a 100% yield; for example, 0.34 means a 34% yield).. This data is from Reaction yield outcomes from USPTO patents with 853,638 reactions. (1) The catalyst is C(Cl)Cl. The yield is 0.390. The reactants are [O:1]1[CH2:6][CH2:5][N:4]([C:7]2[N:12]=[CH:11][C:10]([NH2:13])=[CH:9][CH:8]=2)[CH2:3][CH2:2]1.C[Al](C)C.N#N.[NH:20](/[C:24](/[CH3:30])=[CH:25]\[C:26](OC)=[O:27])[C:21]([CH3:23])=O. The product is [CH3:23][C:21]1[N:13]([C:10]2[CH:11]=[N:12][C:7]([N:4]3[CH2:5][CH2:6][O:1][CH2:2][CH2:3]3)=[CH:8][CH:9]=2)[C:26](=[O:27])[CH:25]=[C:24]([CH3:30])[N:20]=1. (2) The reactants are Br[C:2]1[CH:11]=[CH:10][CH:9]=[C:8]2[C:3]=1[CH:4]=[CH:5][N:6]=[CH:7]2.[CH3:12][C:13]1[N:17]=[CH:16][NH:15][N:14]=1.C([O-])([O-])=O.[K+].[K+]. The catalyst is CN1C(=O)CCC1.[Cu]I. The product is [CH3:12][C:13]1[N:17]=[CH:16][N:15]([C:2]2[CH:11]=[CH:10][CH:9]=[C:8]3[C:3]=2[CH:4]=[CH:5][N:6]=[CH:7]3)[N:14]=1. The yield is 0.160. (3) The reactants are [CH2:1]([O:3][C:4]1[CH:5]=[C:6]2[C:11](=[C:12]3[CH2:16][C:15]([CH3:18])([CH3:17])[O:14][C:13]=13)[C:10]([C:19]1[CH:24]=[CH:23][CH:22]=[CH:21][CH:20]=1)=[N:9][C:8]([CH3:27])([CH2:25][NH2:26])[CH2:7]2)[CH3:2].[OH-].[Na+].[CH3:30][S:31](Cl)(=[O:33])=[O:32].O. The catalyst is O1CCCC1. The product is [CH2:1]([O:3][C:4]1[CH:5]=[C:6]2[C:11](=[C:12]3[CH2:16][C:15]([CH3:18])([CH3:17])[O:14][C:13]=13)[C:10]([C:19]1[CH:24]=[CH:23][CH:22]=[CH:21][CH:20]=1)=[N:9][C:8]([CH2:25][NH:26][S:31]([CH3:30])(=[O:33])=[O:32])([CH3:27])[CH2:7]2)[CH3:2]. The yield is 0.700. (4) The reactants are [CH3:1][O:2][C:3]([C:5]1[C:6](Cl)=[N:7][CH:8]=[CH:9][CH:10]=1)=[O:4].[CH3:12][OH:13].C[O-].[Na+]. The catalyst is O. The product is [CH3:1][O:2][C:3]([C:5]1[C:6]([O:13][CH3:12])=[N:7][CH:8]=[CH:9][CH:10]=1)=[O:4]. The yield is 0.520. (5) The reactants are [F:1][CH:2]1[C:7]([OH:18])([CH2:8][CH2:9][CH2:10][O:11]C2CCCCO2)[CH2:6][CH2:5][N:4]([C:19]([O:21][C:22]([CH3:25])([CH3:24])[CH3:23])=[O:20])[CH2:3]1.Cl.C(N(CC)CC)C.C(OC(OC(C)(C)C)=O)(OC(C)(C)C)=O. The catalyst is ClCCl. The product is [F:1][CH:2]1[C:7]([OH:18])([CH2:8][CH2:9][CH2:10][OH:11])[CH2:6][CH2:5][N:4]([C:19]([O:21][C:22]([CH3:25])([CH3:24])[CH3:23])=[O:20])[CH2:3]1. The yield is 0.440. (6) The reactants are [CH3:1][C:2]1[N:3]=[CH:4][N:5](C(=O)C)[CH:6]=1.[CH3:10][Si:11]([CH2:14][CH2:15][O:16][CH2:17]Cl)([CH3:13])[CH3:12]. The catalyst is C(#N)C. The product is [CH3:1][C:2]1[N:3]([CH2:17][O:16][CH2:15][CH2:14][Si:11]([CH3:13])([CH3:12])[CH3:10])[CH:4]=[N:5][CH:6]=1. The yield is 0.610. (7) The reactants are [NH2:1][C@@H:2]([CH:73]([CH3:75])[CH3:74])[C:3]([NH:5][C@@H:6]([CH2:66][CH2:67][CH2:68][NH:69][C:70]([NH2:72])=[O:71])[C:7]([NH:9][C:10]1[CH:65]=[CH:64][C:13]([CH2:14][O:15][C:16]2[C:17]3[CH:63]=[CH:62][CH:61]=[CH:60][C:18]=3[C:19]3[C@H:20]([CH2:58][Cl:59])[CH2:21][N:22]([C:25](=[O:57])[CH2:26][CH2:27][CH2:28][CH2:29][CH2:30][O:31][C:32]4[C:33]([O:55][CH3:56])=[CH:34][C:35]5[C:41](=[O:42])[N:40]6[CH2:43][CH2:44][CH2:45][CH:39]6[C@H:38]([OH:46])[N:37]([C:47]([O:49][C:50]([CH3:53])([CH3:52])[CH3:51])=[O:48])[C:36]=5[CH:54]=4)[C:23]=3[CH:24]=2)=[CH:12][CH:11]=1)=[O:8])=[O:4].[O:76]=[C:77]1[CH:81]=[CH:80][C:79](=[O:82])[N:78]1[CH2:83][CH2:84][CH2:85][CH2:86][CH2:87][C:88](ON1C(=O)CCC1=O)=[O:89]. The catalyst is CC(N(C)C)=O. The product is [Cl:59][CH2:58][C@H:20]1[C:19]2[C:18]3[CH:60]=[CH:61][CH:62]=[CH:63][C:17]=3[C:16]([O:15][CH2:14][C:13]3[CH:12]=[CH:11][C:10]([NH:9][C:7](=[O:8])[C@@H:6]([NH:5][C:3](=[O:4])[C@@H:2]([NH:1][C:88](=[O:89])[CH2:87][CH2:86][CH2:85][CH2:84][CH2:83][N:78]4[C:79](=[O:82])[CH:80]=[CH:81][C:77]4=[O:76])[CH:73]([CH3:75])[CH3:74])[CH2:66][CH2:67][CH2:68][NH:69][C:70]([NH2:72])=[O:71])=[CH:65][CH:64]=3)=[CH:24][C:23]=2[N:22]([C:25](=[O:57])[CH2:26][CH2:27][CH2:28][CH2:29][CH2:30][O:31][C:32]2[C:33]([O:55][CH3:56])=[CH:34][C:35]3[C:41](=[O:42])[N:40]4[CH2:43][CH2:44][CH2:45][C@H:39]4[C@H:38]([OH:46])[N:37]([C:47]([O:49][C:50]([CH3:53])([CH3:52])[CH3:51])=[O:48])[C:36]=3[CH:54]=2)[CH2:21]1. The yield is 0.900. (8) The reactants are C([O:14][C:15]([C:17]1([O:20]/[N:21]=[C:22](/[C:51]2[N:52]=[C:53]([NH:56]C(OC(C)(C)C)=O)[S:54][CH:55]=2)\[C:23]([NH:25][C@@H:26]2[C:29](=[O:30])[N:28]([S:31]([OH:34])(=[O:33])=[O:32])[C@@H:27]2[CH2:35][N:36]2[N:40]=[C:39]3[CH2:41][N:42](C(OC(C)(C)C)=O)[CH2:43][C:38]3=[N:37]2)=[O:24])[CH2:19][CH2:18]1)=[O:16])(C1C=CC=CC=1)C1C=CC=CC=1.C1(OC)C=CC=CC=1.C(O)(C(F)(F)F)=O. The catalyst is C(Cl)Cl. The product is [NH2:56][C:53]1[S:54][CH:55]=[C:51](/[C:22](=[N:21]/[O:20][C:17]2([C:15]([OH:16])=[O:14])[CH2:18][CH2:19]2)/[C:23]([NH:25][C@@H:26]2[C:29](=[O:30])[N:28]([S:31]([OH:34])(=[O:32])=[O:33])[C@@H:27]2[CH2:35][N:36]2[N:40]=[C:39]3[CH2:41][NH:42][CH2:43][C:38]3=[N:37]2)=[O:24])[N:52]=1. The yield is 0.600. (9) The reactants are [Li+].CC([N-]C(C)C)C.[C:9]([O:13][C:14]([N:16]1[CH2:21][CH2:20][CH2:19][C:18](=[O:22])[CH2:17]1)=[O:15])([CH3:12])([CH3:11])[CH3:10].C1C=CC(N([S:30]([C:33]([F:36])([F:35])[F:34])(=[O:32])=[O:31])[S:30]([C:33]([F:36])([F:35])[F:34])(=[O:32])=[O:31])=CC=1. The catalyst is C1COCC1. The product is [C:9]([O:13][C:14]([N:16]1[CH2:17][C:18]([O:22][S:30]([C:33]([F:36])([F:35])[F:34])(=[O:32])=[O:31])=[CH:19][CH2:20][CH2:21]1)=[O:15])([CH3:12])([CH3:10])[CH3:11]. The yield is 0.300.